From a dataset of Reaction yield outcomes from USPTO patents with 853,638 reactions. Predict the reaction yield, written as a fraction of the theoretical maximum amount of product (1.0 means a 100% yield; for example, 0.34 means a 34% yield). (1) The reactants are [CH2:1]([CH:8]1[CH2:13][CH2:12][N:11]([C:14]([C:16]2[NH:17][C:18]3[C:23]([CH:24]=2)=[CH:22][CH:21]=[C:20]([OH:25])[CH:19]=3)=[O:15])[CH2:10][CH2:9]1)[C:2]1[CH:7]=[CH:6][CH:5]=[CH:4][CH:3]=1.[CH2:26]([NH2:30])[CH2:27][CH2:28][CH3:29].COCCOC. The catalyst is [O-2].[O-2].[Mn+4]. The product is [CH2:1]([CH:8]1[CH2:9][CH2:10][N:11]([C:14]([C:16]2[NH:17][C:18]3[C:19]4[N:30]=[C:26]([CH2:27][CH2:28][CH3:29])[O:25][C:20]=4[CH:21]=[CH:22][C:23]=3[CH:24]=2)=[O:15])[CH2:12][CH2:13]1)[C:2]1[CH:7]=[CH:6][CH:5]=[CH:4][CH:3]=1. The yield is 0.173. (2) The product is [C:22]1([C:14]2([C:16]3[CH:17]=[CH:18][CH:19]=[CH:20][CH:21]=3)[O:13][C:12]3[CH:28]=[CH:29][C:9]([NH:8][S:5]([CH2:1][CH2:2][CH2:3][CH3:4])(=[O:6])=[O:7])=[CH:10][C:11]=3[O:15]2)[CH:23]=[CH:24][CH:25]=[CH:26][CH:27]=1. The reactants are [CH2:1]([S:5]([N:8](S(CCCC)(=O)=O)[C:9]1[CH:29]=[CH:28][C:12]2[O:13][C:14]([C:22]3[CH:27]=[CH:26][CH:25]=[CH:24][CH:23]=3)([C:16]3[CH:21]=[CH:20][CH:19]=[CH:18][CH:17]=3)[O:15][C:11]=2[CH:10]=1)(=[O:7])=[O:6])[CH2:2][CH2:3][CH3:4].[F-].C([N+](CCCC)(CCCC)CCCC)CCC.O. The catalyst is O1CCCC1. The yield is 0.740. (3) The reactants are C(OC([N:8]1[CH2:12][CH2:11][C:10]2([CH2:17][CH2:16][N:15]([CH2:18][C:19]3[N:29]([CH2:30][CH2:31][CH:32]4[CH2:37][CH2:36][CH2:35][CH2:34][CH2:33]4)[C:22]4[N:23]=[C:24]([C:27]#[N:28])[N:25]=[CH:26][C:21]=4[CH:20]=3)[CH2:14][CH2:13]2)[CH2:9]1)=O)(C)(C)C.[F:38][C:39]([F:44])([F:43])[C:40]([OH:42])=[O:41]. The catalyst is ClCCl. The product is [F:38][C:39]([F:44])([F:43])[C:40]([OH:42])=[O:41].[CH:32]1([CH2:31][CH2:30][N:29]2[C:22]3[N:23]=[C:24]([C:27]#[N:28])[N:25]=[CH:26][C:21]=3[CH:20]=[C:19]2[CH2:18][N:15]2[CH2:14][CH2:13][C:10]3([CH2:9][NH:8][CH2:12][CH2:11]3)[CH2:17][CH2:16]2)[CH2:33][CH2:34][CH2:35][CH2:36][CH2:37]1. The yield is 1.00. (4) The reactants are [NH:1]1[C:5]2[CH:6]=[CH:7][C:8]([C:10]([OH:12])=O)=[CH:9][C:4]=2[N:3]=[CH:2]1.[CH3:13][C@@:14]12[C:23]3[CH:24]=[CH:25][CH:26]=[CH:27][C:22]=3[CH2:21][CH2:20][C@@H:19]1[NH:18][CH2:17][CH2:16][CH2:15]2.C[C@]12C3C=CC=CC=3CC[C@@H]1NCCC2. No catalyst specified. The product is [NH:1]1[C:5]2[CH:6]=[CH:7][C:8]([C:10]([N:18]3[C@@H:19]4[C@@:14]([CH3:13])([C:23]5[CH:24]=[CH:25][CH:26]=[CH:27][C:22]=5[CH2:21][CH2:20]4)[CH2:15][CH2:16][CH2:17]3)=[O:12])=[CH:9][C:4]=2[N:3]=[CH:2]1. The yield is 0.200. (5) The reactants are [CH3:1][C:2]1([CH3:22])[C@H:5]([NH:6][C:7]2[C:12]([C:13]([F:16])([F:15])[F:14])=[CH:11][N:10]=[C:9](S(C)(=O)=O)[N:8]=2)[CH2:4][C@@H:3]1[OH:21].Cl.Cl.[F:25][C:26]([C:29]1[C:34]([CH2:35][NH2:36])=[CH:33][N:32]=[CH:31][N:30]=1)([CH3:28])[CH3:27]. The catalyst is O1CCOCC1. The product is [F:25][C:26]([C:29]1[C:34]([CH2:35][NH:36][C:9]2[N:8]=[C:7]([NH:6][C@@H:5]3[CH2:4][C@H:3]([OH:21])[C:2]3([CH3:22])[CH3:1])[C:12]([C:13]([F:16])([F:15])[F:14])=[CH:11][N:10]=2)=[CH:33][N:32]=[CH:31][N:30]=1)([CH3:27])[CH3:28]. The yield is 0.509. (6) The catalyst is CO.[OH-].[OH-].[Pd+2]. The yield is 0.560. The reactants are C([N:8]1[CH2:14][C:13]2[N:15]=[CH:16][C:17]([N:19]([CH3:23])[CH2:20][CH2:21][CH3:22])=[N:18][C:12]=2[O:11][C@@H:10]([CH2:24][O:25][CH3:26])[CH2:9]1)C1C=CC=CC=1.C(OCC)(=O)C.[ClH:33]. The product is [ClH:33].[CH3:26][O:25][CH2:24][C@H:10]1[CH2:9][NH:8][CH2:14][C:13]2[N:15]=[CH:16][C:17]([N:19]([CH3:23])[CH2:20][CH2:21][CH3:22])=[N:18][C:12]=2[O:11]1. (7) The reactants are C([O:9][C@H:10]1[C@H:14]([NH:15][C:16](=[O:23])[C:17]2[CH:22]=[CH:21][N:20]=[CH:19][CH:18]=2)[CH2:13][C@H:12]([CH2:24][O:25][S:26]([NH2:29])(=[O:28])=[O:27])[C@H:11]1[O:30]C(=O)C1C=CC=CC=1)(=O)C1C=CC=CC=1.N.CO. No catalyst specified. The product is [S:26](=[O:28])(=[O:27])([O:25][CH2:24][C@H:12]1[CH2:13][C@@H:14]([NH:15][C:16](=[O:23])[C:17]2[CH:18]=[CH:19][N:20]=[CH:21][CH:22]=2)[C@H:10]([OH:9])[C@@H:11]1[OH:30])[NH2:29]. The yield is 0.400.